This data is from Full USPTO retrosynthesis dataset with 1.9M reactions from patents (1976-2016). The task is: Predict the reactants needed to synthesize the given product. Given the product [Br:1][CH2:2][CH2:3][CH2:4][CH2:5][CH2:6][CH2:26][O:29][CH:25]1[CH2:24][CH2:23][CH2:22][CH2:21][O:20]1, predict the reactants needed to synthesize it. The reactants are: [Br:1][CH:2](O)[CH2:3][CH2:4][CH2:5][CH2:6]C.CC1C=CC(S(O)(=O)=O)=CC=1.[O:20]1[CH:25]=[CH:24][CH2:23][CH2:22][CH2:21]1.[C:26]([O-:29])(O)=O.[Na+].